Dataset: Catalyst prediction with 721,799 reactions and 888 catalyst types from USPTO. Task: Predict which catalyst facilitates the given reaction. (1) The catalyst class is: 269. Reactant: C(OC([NH:8][C@@H:9]([C:11]1[C:12]([F:42])=[C:13]([C:17]2[CH:22]=[C:21]([O:23][CH2:24][CH3:25])[CH:20]=[C:19]([CH2:26][O:27][C:28]3[CH:33]=[CH:32][CH:31]=[CH:30][C:29]=3[CH2:34][C:35]([O:37]C(C)(C)C)=[O:36])[CH:18]=2)[CH:14]=[CH:15][CH:16]=1)[CH3:10])=O)(C)(C)C.Cl. Product: [NH2:8][C@@H:9]([C:11]1[C:12]([F:42])=[C:13]([C:17]2[CH:22]=[C:21]([O:23][CH2:24][CH3:25])[CH:20]=[C:19]([CH2:26][O:27][C:28]3[CH:33]=[CH:32][CH:31]=[CH:30][C:29]=3[CH2:34][C:35]([OH:37])=[O:36])[CH:18]=2)[CH:14]=[CH:15][CH:16]=1)[CH3:10]. (2) Reactant: [OH:1][CH2:2][CH2:3][NH:4][C:5](=[O:16])[CH2:6][C:7]1[CH:12]=[CH:11][CH:10]=[C:9]([N+:13]([O-])=O)[CH:8]=1. Product: [NH2:13][C:9]1[CH:8]=[C:7]([CH2:6][C:5]([NH:4][CH2:3][CH2:2][OH:1])=[O:16])[CH:12]=[CH:11][CH:10]=1. The catalyst class is: 19. (3) Reactant: [CH3:1][O:2][CH2:3][CH2:4][O:5][C:6]1[CH:11]=[CH:10][C:9](/[CH:12]=[CH:13]/[C:14]([O:16]CC)=[O:15])=[C:8]([O:19][C:20]2[C:25]([CH3:26])=[CH:24][C:23]([N+:27]([O-:29])=[O:28])=[CH:22][N:21]=2)[CH:7]=1.[OH-].[Na+]. Product: [CH3:1][O:2][CH2:3][CH2:4][O:5][C:6]1[CH:11]=[CH:10][C:9](/[CH:12]=[CH:13]/[C:14]([OH:16])=[O:15])=[C:8]([O:19][C:20]2[C:25]([CH3:26])=[CH:24][C:23]([N+:27]([O-:29])=[O:28])=[CH:22][N:21]=2)[CH:7]=1. The catalyst class is: 214. (4) Reactant: [CH3:1][O:2][C:3]([C:5]1[CH:6]=[C:7]2[C:11](=[CH:12][CH:13]=1)[N:10]([CH2:14][CH:15]1[CH2:17][O:16]1)[CH:9]=[C:8]2[C:18](=[O:27])[CH2:19][CH2:20][CH2:21][CH2:22][C:23]([O:25][CH3:26])=[O:24])=[O:4].[O:28]([C:35]1[CH:40]=[CH:39][C:38]([OH:41])=[CH:37][CH:36]=1)[C:29]1[CH:34]=[CH:33][CH:32]=[CH:31][CH:30]=1. Product: [CH3:1][O:2][C:3]([C:5]1[CH:6]=[C:7]2[C:11](=[CH:12][CH:13]=1)[N:10]([CH2:14][CH:15]([OH:16])[CH2:17][O:41][C:38]1[CH:37]=[CH:36][C:35]([O:28][C:29]3[CH:34]=[CH:33][CH:32]=[CH:31][CH:30]=3)=[CH:40][CH:39]=1)[CH:9]=[C:8]2[C:18](=[O:27])[CH2:19][CH2:20][CH2:21][CH2:22][C:23]([O:25][CH3:26])=[O:24])=[O:4]. The catalyst class is: 277. (5) Reactant: [O:1]1[C:5]2[CH:6]=[CH:7][C:8]([C:10](=O)[CH2:11][C:12]([CH3:18])([CH3:17])[CH2:13]C(O)=O)=[CH:9][C:4]=2[O:3][CH2:2]1.C([N:23](CC)C(C)C)(C)C.C1(P(N=[N+]=[N-])(C2C=CC=CC=2)=O)C=CC=CC=1.[OH-].[Na+]. Product: [O:1]1[C:5]2[CH:6]=[CH:7][C:8]([C:10]3[CH2:11][C:12]([CH3:18])([CH3:17])[CH2:13][N:23]=3)=[CH:9][C:4]=2[O:3][CH2:2]1. The catalyst class is: 146.